The task is: Binary Classification. Given a drug SMILES string, predict its activity (active/inactive) in a high-throughput screening assay against a specified biological target.. This data is from Serine/threonine kinase 33 screen with 319,792 compounds. (1) The compound is S(=O)(=O)(Nc1c(ccc(c1)C(O)=O)C)c1cc2oc(=O)n(c2cc1)C. The result is 0 (inactive). (2) The molecule is O1CCN(CC1)CCNc1c([N+]([O-])=O)cc([N+]([O-])=O)cc1. The result is 0 (inactive). (3) The compound is Brc1cc(/C=C2/SC(=NC2=O)N)cc(Br)c1O. The result is 0 (inactive). (4) The drug is n1(CCN)c(nc(c1)c1ccc(cc1)C)c1ccncc1. The result is 0 (inactive). (5) The molecule is O(c1c2c(c(=O)n(CCOC)cc2)ccc1)CC(=O)NCCc1ccccc1. The result is 0 (inactive). (6) The molecule is S(=O)(=O)(NC(C)(C)C)c1cc(c(cc1)C)C(OCC(=O)N1CCCC1=O)=O. The result is 0 (inactive). (7) The molecule is S(CC(=O)NC1(CCCCC1)C#N)c1n(N)c(nn1)Cc1ccc(OC)cc1. The result is 0 (inactive).